From a dataset of Forward reaction prediction with 1.9M reactions from USPTO patents (1976-2016). Predict the product of the given reaction. (1) The product is: [CH3:1][O:2][CH2:3][CH2:4][O:5][C:6]1[C:7]([CH3:19])=[C:8]([CH:12]=[CH:13][C:14]=1[S:15]([CH3:18])(=[O:17])=[O:16])[C:9]([Cl:22])=[O:10]. Given the reactants [CH3:1][O:2][CH2:3][CH2:4][O:5][C:6]1[C:7]([CH3:19])=[C:8]([CH:12]=[CH:13][C:14]=1[S:15]([CH3:18])(=[O:17])=[O:16])[C:9](O)=[O:10].S(Cl)([Cl:22])=O.CN(C=O)C, predict the reaction product. (2) Given the reactants [C:1](Cl)(=O)[CH3:2].[CH2:5]([N:12]1[CH2:17][CH:16]([N:18]([S:25]([C:28]2[CH:33]=[CH:32][CH:31]=[CH:30][CH:29]=2)(=[O:27])=[O:26])[C:19](C(C)(C)C)=[O:20])[CH2:15][CH:14]([NH:34][C:35](=[O:41])OC(C)(C)C)[C:13]1=[O:42])[C:6]1[CH:11]=[CH:10][CH:9]=[CH:8][CH:7]=1.C(=O)([O-])[O-:44].[Na+].[Na+].[C:49](Cl)(=O)[C:50]1[CH:55]=CC=C[CH:51]=1.[CH2:58]1[CH2:62]O[CH2:60][CH2:59]1, predict the reaction product. The product is: [C:35]([NH:34][CH:14]1[C:13](=[O:42])[N:12]([CH2:5][C:6]2[CH:11]=[CH:10][CH:9]=[CH:8][CH:7]=2)[CH2:17][CH:16]([N:18]([S:25]([C:28]2[CH:29]=[CH:30][CH:31]=[CH:32][CH:33]=2)(=[O:26])=[O:27])[C:19](=[O:20])[O:44][C:50]([CH3:49])([CH3:51])[CH3:55])[CH2:15]1)(=[O:41])[C:58]1[CH:59]=[CH:60][CH:2]=[CH:1][CH:62]=1. (3) Given the reactants FC1C=C(C[C@H](NC(=O)CN2C3CCCCC=3C(C(F)(F)F)=N2)C2N(C3C=CC(OC)=CC=3)C=CN=2)C=C(F)C=1.Cl.[Cl:42][C:43]1[CH:48]=[CH:47][C:46]([C:49]2[O:53][CH:52]=[N:51][C:50]=2[CH:54]([NH2:64])[CH2:55][C:56]2[CH:61]=[C:60]([F:62])[CH:59]=[C:58]([F:63])[CH:57]=2)=[CH:45][CH:44]=1.[CH3:65][O:66][C:67]1[N:72]=[C:71]2[C:73]([CH2:76][C:77](O)=[O:78])=[CH:74][NH:75][C:70]2=[CH:69][CH:68]=1, predict the reaction product. The product is: [Cl:42][C:43]1[CH:48]=[CH:47][C:46]([C:49]2[O:53][CH:52]=[N:51][C:50]=2[CH:54]([NH:64][C:77](=[O:78])[CH2:76][C:73]2[C:71]3=[N:72][C:67]([O:66][CH3:65])=[CH:68][CH:69]=[C:70]3[NH:75][CH:74]=2)[CH2:55][C:56]2[CH:61]=[C:60]([F:62])[CH:59]=[C:58]([F:63])[CH:57]=2)=[CH:45][CH:44]=1. (4) Given the reactants [CH:1]1([CH2:7][C:8]2([O:25][CH3:26])[CH2:13][CH2:12][N:11]([C:14]3[CH:24]=[CH:23][C:17]([C:18]([O:20]CC)=[O:19])=[CH:16][CH:15]=3)[CH2:10][CH2:9]2)[CH2:6][CH2:5][CH2:4][CH2:3][CH2:2]1.[OH-].[Na+].Cl, predict the reaction product. The product is: [CH:1]1([CH2:7][C:8]2([O:25][CH3:26])[CH2:13][CH2:12][N:11]([C:14]3[CH:24]=[CH:23][C:17]([C:18]([OH:20])=[O:19])=[CH:16][CH:15]=3)[CH2:10][CH2:9]2)[CH2:2][CH2:3][CH2:4][CH2:5][CH2:6]1. (5) Given the reactants Cl.[C:2]1(C(N)=O)[C:15]2[C:16]3=[C:17]4[C:12](=[CH:13][CH:14]=2)[CH:11]=[CH:10][CH:9]=[C:8]4[CH:7]=[CH:6][C:5]3=[CH:4][CH:3]=1.[As](C)(C)(=O)[O-], predict the reaction product. The product is: [CH:9]1[C:8]2[C:17]3=[C:16]4[C:5](=[CH:6][CH:7]=2)[CH:4]=[CH:3][CH:2]=[C:15]4[CH:14]=[CH:13][C:12]3=[CH:11][CH:10]=1. (6) Given the reactants Cl.[NH:2]1[CH2:6][CH2:5][CH:4]2[CH2:7][N:8]([CH2:10][C:11]3[CH:26]=[CH:25][C:14]([O:15][C:16]4[S:17][C:18]5[CH:24]=[CH:23][CH:22]=[CH:21][C:19]=5[N:20]=4)=[CH:13][CH:12]=3)[CH2:9][CH:3]12.CCN(CC)CC.C([NH:41][CH2:42][C:43](O)=[O:44])(OC(C)(C)C)=O.Cl.CN(C)CCCN=C=NCC.FC(F)(F)C(O)=O, predict the reaction product. The product is: [NH2:41][CH2:42][C:43]([N:2]1[CH2:6][CH2:5][CH:4]2[CH2:7][N:8]([CH2:10][C:11]3[CH:26]=[CH:25][C:14]([O:15][C:16]4[S:17][C:18]5[CH:24]=[CH:23][CH:22]=[CH:21][C:19]=5[N:20]=4)=[CH:13][CH:12]=3)[CH2:9][CH:3]12)=[O:44]. (7) Given the reactants C[O:2][C:3](=[O:24])[C@@H:4]([NH:16][C:17]([O:19][C:20]([CH3:23])([CH3:22])[CH3:21])=[O:18])[CH2:5][C:6]1[C:11]([CH3:12])=[CH:10][C:9]([C:13]#[N:14])=[CH:8][C:7]=1[CH3:15].CS(C)=[O:27].C([O-])([O-])=O.[K+].[K+].OO, predict the reaction product. The product is: [C:20]([O:19][C:17]([NH:16][C@@H:4]([CH2:5][C:6]1[C:11]([CH3:12])=[CH:10][C:9]([C:13](=[O:27])[NH2:14])=[CH:8][C:7]=1[CH3:15])[C:3]([OH:2])=[O:24])=[O:18])([CH3:23])([CH3:22])[CH3:21].